This data is from Full USPTO retrosynthesis dataset with 1.9M reactions from patents (1976-2016). The task is: Predict the reactants needed to synthesize the given product. (1) Given the product [OH:1][C:2]1[CH:3]=[C:4]([CH:7]=[CH:8][C:9]=1[I:10])[CH2:5][NH:23][C@@H:21]([C:11]1[C:20]2[C:15](=[CH:16][CH:17]=[CH:18][CH:19]=2)[CH:14]=[CH:13][CH:12]=1)[CH3:22], predict the reactants needed to synthesize it. The reactants are: [OH:1][C:2]1[CH:3]=[C:4]([CH:7]=[CH:8][C:9]=1[I:10])[CH:5]=O.[C:11]1([C@H:21]([NH2:23])[CH3:22])[C:20]2[C:15](=[CH:16][CH:17]=[CH:18][CH:19]=2)[CH:14]=[CH:13][CH:12]=1. (2) The reactants are: [C:1]([C:5]1[CH:10]=[CH:9][C:8]([C:11]2[S:12][CH:13]=[C:14]([C:17]([CH3:19])=O)[C:15]=2[OH:16])=[CH:7][CH:6]=1)([CH3:4])([CH3:3])[CH3:2].[NH:20]([C:22]([C:24]1[S:28][C:27]([C:29]([O:31][CH3:32])=[O:30])=[CH:26][CH:25]=1)=[O:23])[NH2:21]. Given the product [C:1]([C:5]1[CH:10]=[CH:9][C:8]([C:11]2[S:12][CH:13]=[C:14]([C:17](=[N:21][NH:20][C:22]([C:24]3[S:28][C:27]([C:29]([O:31][CH3:32])=[O:30])=[CH:26][CH:25]=3)=[O:23])[CH3:19])[C:15]=2[OH:16])=[CH:7][CH:6]=1)([CH3:4])([CH3:3])[CH3:2], predict the reactants needed to synthesize it. (3) Given the product [NH2:1][C:4]1[S:8][CH:7]=[C:6]([C:9]([N:11]([C:17]2[CH:22]=[CH:21][CH:20]=[CH:19][CH:18]=2)[CH2:12][C:13]([F:16])([F:14])[F:15])=[O:10])[CH:5]=1, predict the reactants needed to synthesize it. The reactants are: [N+:1]([C:4]1[S:8][CH:7]=[C:6]([C:9]([N:11]([C:17]2[CH:22]=[CH:21][CH:20]=[CH:19][CH:18]=2)[CH2:12][C:13]([F:16])([F:15])[F:14])=[O:10])[CH:5]=1)([O-])=O.[Cl-].[NH4+]. (4) The reactants are: [CH3:1][O:2][C:3](=[O:6])[CH2:4][SH:5].C(N(CC)CC)C.Cl[C:15]1[N:19]([CH3:20])[C:18]2[CH:21]=[CH:22][CH:23]=[CH:24][C:17]=2[N:16]=1. Given the product [CH3:1][O:2][C:3](=[O:6])[CH2:4][S:5][C:15]1[N:19]([CH3:20])[C:18]2[CH:21]=[CH:22][CH:23]=[CH:24][C:17]=2[N:16]=1, predict the reactants needed to synthesize it. (5) The reactants are: [F:1][C:2]1[CH:3]=[C:4]([CH:9]2[C:14]([C:15]([OH:17])=O)=[C:13]([CH3:18])[NH:12][C:11](=[O:19])[NH:10]2)[CH:5]=[C:6]([F:8])[CH:7]=1.[F:20][C:21]1[CH:22]=[C:23]([NH:27][C:28]2[C:36]3[C:31](=[CH:32][CH:33]=[C:34]([NH2:37])[CH:35]=3)[NH:30][N:29]=2)[CH:24]=[CH:25][CH:26]=1.C1CN([P+](Br)(N2CCCC2)N2CCCC2)CC1.F[P-](F)(F)(F)(F)F.C(N(C(C)C)CC)(C)C. Given the product [F:20][C:21]1[CH:22]=[C:23]([NH:27][C:28]2[C:36]3[C:31](=[CH:32][CH:33]=[C:34]([NH:37][C:15]([C:14]4[CH:9]([C:4]5[CH:5]=[C:6]([F:8])[CH:7]=[C:2]([F:1])[CH:3]=5)[NH:10][C:11](=[O:19])[NH:12][C:13]=4[CH3:18])=[O:17])[CH:35]=3)[NH:30][N:29]=2)[CH:24]=[CH:25][CH:26]=1, predict the reactants needed to synthesize it. (6) Given the product [F:12][CH2:11][O:14][C:15]1[CH:16]=[CH:17][C:18]([C:21]([O:23][CH3:24])=[O:22])=[N:19][CH:20]=1, predict the reactants needed to synthesize it. The reactants are: C1(C)C=CC(S(O[CH2:11][F:12])(=O)=O)=CC=1.[OH:14][C:15]1[CH:16]=[CH:17][C:18]([C:21]([O:23][CH3:24])=[O:22])=[N:19][CH:20]=1.C(=O)([O-])[O-].[Cs+].[Cs+].[NH4+].[Cl-]. (7) Given the product [N:5]1[C:4]2[S:8][C:9]([C:11]([O:13][CH3:14])=[O:12])=[CH:10][C:3]=2[CH:2]=[N:7][CH:6]=1, predict the reactants needed to synthesize it. The reactants are: Cl[C:2]1[C:3]2[CH:10]=[C:9]([C:11]([O:13][CH3:14])=[O:12])[S:8][C:4]=2[N:5]=[CH:6][N:7]=1.[O-2].[Mg+2].